This data is from Forward reaction prediction with 1.9M reactions from USPTO patents (1976-2016). The task is: Predict the product of the given reaction. (1) Given the reactants Cl[CH2:2][C:3]1[N:4]([C:19]2[CH:24]=[CH:23][C:22]([F:25])=[CH:21][CH:20]=2)[C:5]([C:8]([C:11]2[CH:16]=[CH:15][C:14]([Cl:17])=[C:13]([Cl:18])[CH:12]=2)([CH3:10])[CH3:9])=[CH:6][N:7]=1.[Cl:26][C:27]1[CH:28]=[C:29]([CH:34]=[C:35]([F:38])[C:36]=1[OH:37])[C:30]([O:32][CH3:33])=[O:31].C(=O)([O-])[O-].[K+].[K+].C1OCCOCCOCCOCCOCCOC1, predict the reaction product. The product is: [Cl:26][C:27]1[CH:28]=[C:29]([CH:34]=[C:35]([F:38])[C:36]=1[O:37][CH2:2][C:3]1[N:4]([C:19]2[CH:24]=[CH:23][C:22]([F:25])=[CH:21][CH:20]=2)[C:5]([C:8]([C:11]2[CH:16]=[CH:15][C:14]([Cl:17])=[C:13]([Cl:18])[CH:12]=2)([CH3:9])[CH3:10])=[CH:6][N:7]=1)[C:30]([O:32][CH3:33])=[O:31]. (2) Given the reactants [CH2:1]([C:5]1[N:10]=[N:9][C:8]([O:11][CH2:12][C@H:13]2[C@H:18]([OH:19])[CH2:17][CH2:16][NH:15][CH2:14]2)=[CH:7][C:6]=1[C:20]1[CH:25]=[CH:24][C:23]([O:26][CH:27]2[CH2:32][CH2:31][CH2:30][CH2:29][CH2:28]2)=[CH:22][CH:21]=1)[CH2:2][CH2:3][CH3:4].C=O.[C:35](O[BH-](OC(=O)C)OC(=O)C)(=O)C.[Na+], predict the reaction product. The product is: [CH2:1]([C:5]1[N:10]=[N:9][C:8]([O:11][CH2:12][C@H:13]2[C@H:18]([OH:19])[CH2:17][CH2:16][N:15]([CH3:35])[CH2:14]2)=[CH:7][C:6]=1[C:20]1[CH:25]=[CH:24][C:23]([O:26][CH:27]2[CH2:32][CH2:31][CH2:30][CH2:29][CH2:28]2)=[CH:22][CH:21]=1)[CH2:2][CH2:3][CH3:4]. (3) Given the reactants C([CH:4]([C:7]1[CH:12]=[CH:11][C:10]([F:13])=[CH:9][C:8]=1[Cl:14])[C:5]#[N:6])(=O)C.[C:15]([O-])(=O)[CH3:16].[Na+].S(O)(O)(=O)=O.[CH3:25][NH:26][NH2:27].O, predict the reaction product. The product is: [Cl:14][C:8]1[CH:9]=[C:10]([F:13])[CH:11]=[CH:12][C:7]=1[C:4]1[C:15]([CH3:16])=[N:27][N:26]([CH3:25])[C:5]=1[NH2:6]. (4) Given the reactants [C:1]1([N:7]=[C:8]=[O:9])[CH:6]=[CH:5][CH:4]=[CH:3][CH:2]=1.[F:10][C:11]1[CH:17]=[CH:16][C:14]([NH2:15])=[CH:13][C:12]=1[N+:18]([O-:20])=[O:19], predict the reaction product. The product is: [F:10][C:11]1[CH:17]=[CH:16][C:14]([NH:15][C:8]([NH:7][C:1]2[CH:6]=[CH:5][CH:4]=[CH:3][CH:2]=2)=[O:9])=[CH:13][C:12]=1[N+:18]([O-:20])=[O:19]. (5) Given the reactants Cl.[Cl:2][CH2:3][CH2:4][CH2:5][C:6]#[C:7][C:8]([NH2:11])([CH3:10])[CH3:9].C(N(CC)CC)C.[Br:19][CH:20]([CH2:24][CH3:25])[C:21](Br)=[O:22].O, predict the reaction product. The product is: [Br:19][CH:20]([CH2:24][CH3:25])[C:21]([NH:11][C:8]([CH3:10])([CH3:9])[C:7]#[C:6][CH2:5][CH2:4][CH2:3][Cl:2])=[O:22].